Predict the reactants needed to synthesize the given product. From a dataset of Retrosynthesis with 50K atom-mapped reactions and 10 reaction types from USPTO. (1) Given the product O=C(O)C(C(O)CCOCc1ccccc1)N(Cc1ccccc1)Cc1ccccc1, predict the reactants needed to synthesize it. The reactants are: CCOC(=O)C(C(O)CCOCc1ccccc1)N(Cc1ccccc1)Cc1ccccc1. (2) The reactants are: CC(C)(C)OC(=O)OC(=O)OC(C)(C)C.Cn1ncc(CCCN)c1NC(c1ccccc1)(c1ccccc1)c1ccccc1. Given the product Cn1ncc(CCCNC(=O)OC(C)(C)C)c1NC(c1ccccc1)(c1ccccc1)c1ccccc1, predict the reactants needed to synthesize it. (3) The reactants are: N#Cc1nccn1Cc1cccs1. Given the product Cc1ccc(S(=O)(=O)O)cc1, predict the reactants needed to synthesize it. (4) The reactants are: O=Cc1ccc(F)c(Br)c1. Given the product OCc1ccc(F)c(Br)c1, predict the reactants needed to synthesize it. (5) Given the product Cc1cc(Cl)cc(Cl)c1S(=O)(=O)Nc1nc(-c2cc([N+](=O)[O-])ccc2Cl)cs1, predict the reactants needed to synthesize it. The reactants are: Cc1cc(Cl)cc(Cl)c1S(=O)(=O)Cl.Nc1nc(-c2cc([N+](=O)[O-])ccc2Cl)cs1. (6) Given the product CCCCCn1nc(-c2ccc(O)cc2)c2cccc(Cl)c21, predict the reactants needed to synthesize it. The reactants are: CCCCCn1nc(-c2ccc(OC)cc2)c2cccc(Cl)c21. (7) The reactants are: CC(C)(C)OC(=O)CCSCc1cccc(C(=O)Nc2ccc(N3CCCCC3)cc2-c2cc(C(O)c3cccc(C(F)(F)F)c3)ccn2)c1. Given the product CC(C)(C)OC(=O)CCSCc1cccc(C(=O)Nc2ccc(N3CCCCC3)cc2-c2cc(C(=O)c3cccc(C(F)(F)F)c3)ccn2)c1, predict the reactants needed to synthesize it. (8) Given the product CCCCCCCN(CCc1ccccc1)C(=O)Cc1ccc(OCc2ccccc2C(=O)O)cc1, predict the reactants needed to synthesize it. The reactants are: CCCCCCCN(CCc1ccccc1)C(=O)Cc1ccc(OCc2ccccc2C(=O)OC)cc1. (9) Given the product O=C(Nc1ccccn1)c1ncccc1OC[C@H]1C[C@@H](OCOCc2ccccc2)CN1C(=O)[C@H]1CC[C@H](C(F)(F)F)CC1, predict the reactants needed to synthesize it. The reactants are: Nc1ccccn1.O=C(O)c1ncccc1OC[C@H]1C[C@@H](OCOCc2ccccc2)CN1C(=O)[C@H]1CC[C@H](C(F)(F)F)CC1.